From a dataset of Full USPTO retrosynthesis dataset with 1.9M reactions from patents (1976-2016). Predict the reactants needed to synthesize the given product. (1) Given the product [O:12]=[C:13]1[CH2:18][CH2:17][CH2:16][N:15]([C:19]([O:21][C:22]([CH3:25])([CH3:24])[CH3:23])=[O:20])[CH2:14]1, predict the reactants needed to synthesize it. The reactants are: [Cr](Cl)([O-])(=O)=O.[NH+]1C=CC=CC=1.[OH:12][CH:13]1[CH2:18][CH2:17][CH2:16][N:15]([C:19]([O:21][C:22]([CH3:25])([CH3:24])[CH3:23])=[O:20])[CH2:14]1. (2) Given the product [Cl:1][C:2]1[CH:3]=[CH:4][C:5]2[O:10][CH2:9][C@H:8]([CH2:11][NH:12][CH2:13][CH:14]3[CH2:15][CH2:16][N:17]([C:20]4[CH:25]=[CH:24][CH:23]=[CH:22][C:21]=4[OH:26])[CH2:18][CH2:19]3)[O:7][C:6]=2[CH:28]=1, predict the reactants needed to synthesize it. The reactants are: [Cl:1][C:2]1[CH:3]=[CH:4][C:5]2[O:10][CH2:9][C@H:8]([CH2:11][NH:12][CH2:13][CH:14]3[CH2:19][CH2:18][N:17]([C:20]4[CH:25]=[CH:24][CH:23]=[CH:22][C:21]=4[O:26]C)[CH2:16][CH2:15]3)[O:7][C:6]=2[CH:28]=1.O.N. (3) Given the product [CH2:38]([N:35]1[CH2:34][CH2:33][N:32]([C:24]2[C:25]3[C:30](=[CH:29][CH:28]=[CH:27][CH:26]=3)[CH:31]=[C:22]([C:14]3[CH:15]=[CH:16][C:11]([CH2:10][CH2:9][O:8][CH2:1][C:2]4[CH:7]=[CH:6][CH:5]=[CH:4][CH:3]=4)=[CH:12][CH:13]=3)[N:23]=2)[CH2:37][CH2:36]1)[CH3:39], predict the reactants needed to synthesize it. The reactants are: [CH2:1]([O:8][CH2:9][CH2:10][C:11]1[CH:16]=[CH:15][C:14](OB(O)O)=[CH:13][CH:12]=1)[C:2]1[CH:7]=[CH:6][CH:5]=[CH:4][CH:3]=1.Br[C:22]1[N:23]=[C:24]([N:32]2[CH2:37][CH2:36][N:35]([CH2:38][CH3:39])[CH2:34][CH2:33]2)[C:25]2[C:30]([CH:31]=1)=[CH:29][CH:28]=[CH:27][CH:26]=2.C(=O)([O-])[O-].[Na+].[Na+]. (4) Given the product [ClH:27].[OH:1][CH2:2][C:3]1[CH:8]=[CH:7][N:6]=[C:5]([C:9]2[CH:10]=[CH:11][C:12]3[N:13]([CH:15]=[C:16]([C:18]([NH:20][C:21]4[CH:22]=[CH:23][CH:24]=[CH:25][CH:26]=4)=[O:19])[N:17]=3)[CH:14]=2)[CH:4]=1, predict the reactants needed to synthesize it. The reactants are: [OH:1][CH2:2][C:3]1[CH:8]=[CH:7][N:6]=[C:5]([C:9]2[CH:10]=[CH:11][C:12]3[N:13]([CH:15]=[C:16]([C:18]([NH:20][C:21]4[CH:26]=[CH:25][CH:24]=[CH:23][CH:22]=4)=[O:19])[N:17]=3)[CH:14]=2)[CH:4]=1.[ClH:27]. (5) Given the product [N:1]1[CH:2]=[CH:3][C:4]([C:7]2[S:8][CH:9]=[C:10]([CH2:12][OH:13])[N:11]=2)=[CH:5][CH:6]=1, predict the reactants needed to synthesize it. The reactants are: [N:1]1[CH:6]=[CH:5][C:4]([C:7]2[S:8][CH:9]=[C:10]([C:12](OCC)=[O:13])[N:11]=2)=[CH:3][CH:2]=1.[BH4-].[Na+]. (6) The reactants are: [NH2:1][C:2]1[CH:6]=[CH:5][S:4][C:3]=1[N:7]1[CH2:11][CH2:10][O:9][C:8]1=[O:12].[CH3:13][O:14][C:15]1[CH:20]=[CH:19][C:18]([CH2:21][C:22](O)=[O:23])=[CH:17][CH:16]=1. Given the product [CH3:13][O:14][C:15]1[CH:20]=[CH:19][C:18]([CH2:21][C:22]([NH:1][C:2]2[CH:6]=[CH:5][S:4][C:3]=2[N:7]2[CH2:11][CH2:10][O:9][C:8]2=[O:12])=[O:23])=[CH:17][CH:16]=1, predict the reactants needed to synthesize it. (7) Given the product [CH3:38][C:27]1[CH:26]=[C:25]([O:13][CH2:12][CH2:11][CH2:10][CH2:9][C:8]2[C:4]([CH2:1][CH2:2][CH3:3])=[N:5][N:6]([C:14]3[CH:19]=[CH:18][C:17]([C:20]([F:22])([F:21])[F:23])=[CH:16][N:15]=3)[CH:7]=2)[CH:30]=[CH:29][C:28]=1[CH2:31][CH2:32][C:33]([OH:35])=[O:34], predict the reactants needed to synthesize it. The reactants are: [CH2:1]([C:4]1[C:8]([CH2:9][CH2:10][CH2:11][CH2:12][OH:13])=[CH:7][N:6]([C:14]2[CH:19]=[CH:18][C:17]([C:20]([F:23])([F:22])[F:21])=[CH:16][N:15]=2)[N:5]=1)[CH2:2][CH3:3].O[C:25]1[CH:30]=[CH:29][C:28]([CH2:31][CH2:32][C:33]([O:35]CC)=[O:34])=[C:27]([CH3:38])[CH:26]=1.C(P(CCCC)CCCC)CCC.N(C(N1CCCCC1)=O)=NC(N1CCCCC1)=O. (8) The reactants are: [Cl:1][C:2]1[CH:34]=[CH:33][C:5]([CH2:6][NH:7][C:8](=[O:32])[N:9]([CH2:30][CH3:31])[CH2:10][C:11]2[CH:16]=[C:15]([C:17]([F:20])([F:19])[F:18])[CH:14]=[CH:13][C:12]=2B2OC(C)(C)C(C)(C)O2)=[CH:4][CH:3]=1.[CH3:35][O:36][C:37](=[O:57])[CH2:38][C:39]1[CH:44]=[C:43]([C:45]([F:48])([F:47])[F:46])[CH:42]=[C:41](OS(C(F)(F)F)(=O)=O)[CH:40]=1. Given the product [CH3:35][O:36][C:37](=[O:57])[CH2:38][C:39]1[CH:40]=[C:41]([C:12]2[CH:13]=[CH:14][C:15]([C:17]([F:19])([F:18])[F:20])=[CH:16][C:11]=2[CH2:10][N:9]([CH2:30][CH3:31])[C:8]([NH:7][CH2:6][C:5]2[CH:4]=[CH:3][C:2]([Cl:1])=[CH:34][CH:33]=2)=[O:32])[CH:42]=[C:43]([C:45]([F:47])([F:46])[F:48])[CH:44]=1, predict the reactants needed to synthesize it.